From a dataset of Catalyst prediction with 721,799 reactions and 888 catalyst types from USPTO. Predict which catalyst facilitates the given reaction. (1) Reactant: [CH2:1]([S:3][C:4]1[CH:9]=[CH:8][C:7]([N+:10]([O-:12])=[O:11])=[CH:6][C:5]=1[CH:13]1[CH:17]([C:18]([O:20][CH2:21][CH3:22])=[O:19])[CH2:16][CH2:15][NH:14]1)[CH3:2].CCN(CC)CC.[C:30](O[C:30]([O:32][C:33]([CH3:36])([CH3:35])[CH3:34])=[O:31])([O:32][C:33]([CH3:36])([CH3:35])[CH3:34])=[O:31]. Product: [CH2:1]([S:3][C:4]1[CH:9]=[CH:8][C:7]([N+:10]([O-:12])=[O:11])=[CH:6][C:5]=1[C@H:13]1[C@H:17]([C:18]([O:20][CH2:21][CH3:22])=[O:19])[CH2:16][CH2:15][N:14]1[C:30]([O:32][C:33]([CH3:36])([CH3:35])[CH3:34])=[O:31])[CH3:2]. The catalyst class is: 1. (2) Reactant: [C:1]([C:5]1[N:14]=[C:13](Cl)[C:12]2[C:7](=[CH:8][CH:9]=[C:10]([I:16])[CH:11]=2)[N:6]=1)([CH3:4])([CH3:3])[CH3:2].[CH:17]1([NH2:20])[CH2:19][CH2:18]1.C(Cl)(Cl)Cl. Product: [C:1]([C:5]1[N:14]=[C:13]([NH:20][CH:17]2[CH2:19][CH2:18]2)[C:12]2[C:7](=[CH:8][CH:9]=[C:10]([I:16])[CH:11]=2)[N:6]=1)([CH3:4])([CH3:3])[CH3:2]. The catalyst class is: 12. (3) Reactant: [C:1]([N:4]([CH2:25][C@@H:26]1[O:30][C:29](=[O:31])[N:28]([C:32]2[CH:37]=[CH:36][C:35]([CH:38]3[CH2:43][CH2:42][S:41](=[O:45])(=[O:44])[CH2:40][CH2:39]3)=[C:34]([F:46])[CH:33]=2)[CH2:27]1)[C:5]([O:7][CH2:8][O:9][C:10](=[O:24])[CH2:11][NH:12][C:13](=[O:23])[CH2:14][NH:15]C(OC(C)(C)C)=O)=[O:6])(=[O:3])[CH3:2].C1(OC)C=CC=CC=1.C1COCC1.[ClH:60]. Product: [ClH:60].[C:1]([N:4]([CH2:25][C@@H:26]1[O:30][C:29](=[O:31])[N:28]([C:32]2[CH:37]=[CH:36][C:35]([CH:38]3[CH2:39][CH2:40][S:41](=[O:44])(=[O:45])[CH2:42][CH2:43]3)=[C:34]([F:46])[CH:33]=2)[CH2:27]1)[C:5]([O:7][CH2:8][O:9][C:10](=[O:24])[CH2:11][NH:12][C:13](=[O:23])[CH2:14][NH2:15])=[O:6])(=[O:3])[CH3:2]. The catalyst class is: 12. (4) Reactant: [C:1]1([C:7]2[NH:11][N:10]=[C:9]([NH2:12])[CH:8]=2)[CH:6]=[CH:5][CH:4]=[CH:3][CH:2]=1.CN1[CH2:19][CH2:18][O:17]CC1.[C:20](Cl)(=[O:22])[CH3:21]. Product: [C:20]([N:10]1[C:9]([NH:12][C:18](=[O:17])[CH3:19])=[CH:8][C:7]([C:1]2[CH:2]=[CH:3][CH:4]=[CH:5][CH:6]=2)=[N:11]1)(=[O:22])[CH3:21]. The catalyst class is: 34. (5) Reactant: [OH:1][CH2:2][CH:3]([NH:5][C:6]([C:8]1[C:13]([C:14]2[CH:19]=[CH:18][CH:17]=[CH:16][CH:15]=2)=[CH:12][N:11]=[N:10][C:9]=1[C:20]1[CH:25]=[CH:24][CH:23]=[CH:22][CH:21]=1)=O)[CH3:4].CCN(S(F)(F)F)CC.C([O-])([O-])=O.[K+].[K+]. Product: [C:20]1([C:9]2[N:10]=[N:11][CH:12]=[C:13]([C:14]3[CH:15]=[CH:16][CH:17]=[CH:18][CH:19]=3)[C:8]=2[CH:6]2[NH:5][C:3]([CH3:4])=[CH:2][O:1]2)[CH:25]=[CH:24][CH:23]=[CH:22][CH:21]=1. The catalyst class is: 2. (6) The catalyst class is: 4. Reactant: [NH2:1][C:2]1[CH:7]=[CH:6][C:5]([CH:8]([CH3:12])[C:9]([OH:11])=O)=[CH:4][C:3]=1[O:13][CH3:14].C(N(CC)C(C)C)(C)C.[NH:24]1[CH2:29][CH2:28][O:27][CH2:26][CH2:25]1.CN(C(ON1N=NC2C=CC=NC1=2)=[N+](C)C)C.F[P-](F)(F)(F)(F)F. Product: [NH2:1][C:2]1[CH:7]=[CH:6][C:5]([CH:8]([CH3:12])[C:9]([N:24]2[CH2:29][CH2:28][O:27][CH2:26][CH2:25]2)=[O:11])=[CH:4][C:3]=1[O:13][CH3:14].